Dataset: Catalyst prediction with 721,799 reactions and 888 catalyst types from USPTO. Task: Predict which catalyst facilitates the given reaction. (1) Reactant: [N+:1]([C:4]1[CH:5]=[CH:6][C:7]2[O:11][C:10]([N:12]3[CH:18]4[CH2:19][CH2:20][N:15]([CH2:16][CH2:17]4)[CH2:14][CH2:13]3)=[N:9][C:8]=2[CH:21]=1)([O-])=O.[H][H]. The catalyst class is: 63. Product: [NH2:1][C:4]1[CH:5]=[CH:6][C:7]2[O:11][C:10]([N:12]3[CH:18]4[CH2:17][CH2:16][N:15]([CH2:20][CH2:19]4)[CH2:14][CH2:13]3)=[N:9][C:8]=2[CH:21]=1. (2) Reactant: [F:1][C:2]1[CH:13]=[CH:12][C:5]([CH2:6][CH:7]([CH3:11])[C:8]([OH:10])=O)=[CH:4][CH:3]=1. Product: [F:1][C:2]1[CH:3]=[C:4]2[C:5]([CH2:6][CH:7]([CH3:11])[C:8]2=[O:10])=[CH:12][CH:13]=1. The catalyst class is: 6.